From a dataset of Full USPTO retrosynthesis dataset with 1.9M reactions from patents (1976-2016). Predict the reactants needed to synthesize the given product. (1) Given the product [C:28]([N:1]1[CH2:6][CH2:5][CH2:4][CH2:3][CH:2]1[CH2:7][CH2:8][O:9][C:10]1[CH:11]=[CH:12][C:13]([C:16]2[NH:20][C:19]3[CH:21]=[CH:22][C:23]([C:25]([NH2:27])=[O:26])=[CH:24][C:18]=3[N:17]=2)=[CH:14][CH:15]=1)(=[O:30])[CH3:29], predict the reactants needed to synthesize it. The reactants are: [NH:1]1[CH2:6][CH2:5][CH2:4][CH2:3][CH:2]1[CH2:7][CH2:8][O:9][C:10]1[CH:15]=[CH:14][C:13]([C:16]2[NH:20][C:19]3[CH:21]=[CH:22][C:23]([C:25]([NH2:27])=[O:26])=[CH:24][C:18]=3[N:17]=2)=[CH:12][CH:11]=1.[C:28](OC(=O)C)(=[O:30])[CH3:29]. (2) Given the product [O:11]([C:18]1[C:19]([NH:31][C:9]2[S:10][C:2]3[C:7]([N:8]=2)=[CH:6][CH:5]=[CH:4][N:3]=3)=[N:20][CH:21]=[C:22]([S:24][C:25]2[CH:30]=[CH:29][N:28]=[CH:27][CH:26]=2)[CH:23]=1)[C:12]1[CH:17]=[CH:16][CH:15]=[CH:14][CH:13]=1, predict the reactants needed to synthesize it. The reactants are: Cl[C:2]1[C:7]([N:8]=[C:9]=[S:10])=[CH:6][CH:5]=[CH:4][N:3]=1.[O:11]([C:18]1[C:19]([NH2:31])=[N:20][CH:21]=[C:22]([S:24][C:25]2[CH:30]=[CH:29][N:28]=[CH:27][CH:26]=2)[CH:23]=1)[C:12]1[CH:17]=[CH:16][CH:15]=[CH:14][CH:13]=1. (3) Given the product [CH3:35][O:36][C:37]([CH:39]1[CH2:44][CH2:43][N:42]([CH2:22][C:19]2[CH:18]=[CH:17][C:16]([CH2:15][N:12]3[C:11](=[O:24])[NH:10][C:9]4[C:13]3=[N:14][C:6]([O:5][CH2:1][CH2:2][O:49][CH3:48])=[N:7][C:8]=4[NH2:25])=[CH:21][CH:20]=2)[CH2:41][CH2:40]1)=[O:38], predict the reactants needed to synthesize it. The reactants are: [CH2:1]([O:5][C:6]1[N:14]=[C:13]2[C:9]([NH:10][C:11](=[O:24])[N:12]2[CH2:15][C:16]2[CH:21]=[CH:20][C:19]([CH2:22]Cl)=[CH:18][CH:17]=2)=[C:8]([NH2:25])[N:7]=1)[CH2:2]CC.C(N(C(C)C)CC)(C)C.[CH3:35][O:36][C:37]([CH:39]1[CH2:44][CH2:43][NH:42][CH2:41][CH2:40]1)=[O:38].CN([CH:48]=[O:49])C. (4) The reactants are: Br[C:2]1[CH:3]=[C:4]2[C:9](=[CH:10][CH:11]=1)[N:8]=[C:7]([CH3:12])[C:6]([C:13](=[O:18])[C:14]([F:17])([F:16])[F:15])=[C:5]2[C:19]1[CH:24]=[CH:23][C:22]([F:25])=[CH:21][CH:20]=1.[NH:26]1[CH2:32][CH2:31][CH2:30][CH2:29][CH2:28][CH2:27]1. Given the product [N:26]1([C:2]2[CH:3]=[C:4]3[C:9](=[CH:10][CH:11]=2)[N:8]=[C:7]([CH3:12])[C:6]([C:13](=[O:18])[C:14]([F:17])([F:16])[F:15])=[C:5]3[C:19]2[CH:24]=[CH:23][C:22]([F:25])=[CH:21][CH:20]=2)[CH2:32][CH2:31][CH2:30][CH2:29][CH2:28][CH2:27]1, predict the reactants needed to synthesize it. (5) The reactants are: Br[C:2]1[CH:3]=[C:4]([N:12]2[CH2:17][CH2:16][O:15][CH2:14][CH2:13]2)[C:5]([O:8][CH:9]([F:11])[F:10])=[N:6][CH:7]=1.[CH3:18][C:19]1[N:24]=[CH:23][C:22]([NH2:25])=[CH:21][C:20]=1B1OC(C)(C)C(C)(C)O1.C(=O)([O-])[O-].[Na+].[Na+]. Given the product [F:10][CH:9]([F:11])[O:8][C:5]1[N:6]=[CH:7][C:2]([C:20]2[C:19]([CH3:18])=[N:24][CH:23]=[C:22]([NH2:25])[CH:21]=2)=[CH:3][C:4]=1[N:12]1[CH2:17][CH2:16][O:15][CH2:14][CH2:13]1, predict the reactants needed to synthesize it.